Dataset: Full USPTO retrosynthesis dataset with 1.9M reactions from patents (1976-2016). Task: Predict the reactants needed to synthesize the given product. (1) Given the product [CH3:36][N:2]([CH3:1])[CH2:3][CH2:4][N:5]([CH2:34][CH3:35])[C:6]1[N:11]=[C:10]([C:12]2[CH:13]=[CH:14][CH:15]=[CH:16][CH:17]=2)[N:9]=[C:8]([C:18]([NH:20][C:21]2[CH:26]=[CH:25][CH:24]=[CH:23][C:22]=2[C:27]2[S:28][C:29]([S:32]([CH3:33])=[O:37])=[N:30][N:31]=2)=[O:19])[CH:7]=1, predict the reactants needed to synthesize it. The reactants are: [CH3:1][N:2]([CH3:36])[CH2:3][CH2:4][N:5]([CH2:34][CH3:35])[C:6]1[N:11]=[C:10]([C:12]2[CH:17]=[CH:16][CH:15]=[CH:14][CH:13]=2)[N:9]=[C:8]([C:18]([NH:20][C:21]2[CH:26]=[CH:25][CH:24]=[CH:23][C:22]=2[C:27]2[S:28][C:29]([S:32][CH3:33])=[N:30][N:31]=2)=[O:19])[CH:7]=1.[OH:37]O. (2) Given the product [C:13](/[CH:12]=[CH:11]/[C:7]1[C:6]2[B:2]([OH:1])[O:3][CH2:4][C:5]=2[CH:10]=[CH:9][CH:8]=1)([OH:15])=[O:14], predict the reactants needed to synthesize it. The reactants are: [OH:1][B:2]1[C:6]2[C:7](/[CH:11]=[CH:12]/[C:13]([O:15]CC)=[O:14])=[CH:8][CH:9]=[CH:10][C:5]=2[CH2:4][O:3]1.[OH-].[Na+].Cl. (3) Given the product [CH:39]1([NH:35][C:28]([NH:1][CH2:2][C:3]2[CH:4]=[C:5]([C:9]3[CH:10]=[C:11]4[C:16]([NH:17][C@H:18]([CH3:23])[C:19]([F:22])([CH3:21])[CH3:20])=[C:15]([C:24]([NH2:26])=[O:25])[CH:14]=[N:13][N:12]4[CH:27]=3)[CH:6]=[CH:7][CH:8]=2)=[O:29])[CH2:38][CH2:40]1, predict the reactants needed to synthesize it. The reactants are: [NH2:1][CH2:2][C:3]1[CH:4]=[C:5]([C:9]2[CH:10]=[C:11]3[C:16]([NH:17][C@H:18]([CH3:23])[C:19]([F:22])([CH3:21])[CH3:20])=[C:15]([C:24]([NH2:26])=[O:25])[CH:14]=[N:13][N:12]3[CH:27]=2)[CH:6]=[CH:7][CH:8]=1.[C:28]([N:35]1[CH:39]=[CH:38]N=C1)(N1C=CN=C1)=[O:29].[CH3:40]CN(CC)CC.C1(N)CC1. (4) Given the product [CH3:23][N:16]([CH:13]1[CH2:12][CH2:11][N:10]([C:7]2[CH:6]=[CH:5][C:4]([N+:1]([O-:3])=[O:2])=[CH:9][CH:8]=2)[CH2:15][CH2:14]1)[C:17](=[O:19])[CH3:18], predict the reactants needed to synthesize it. The reactants are: [N+:1]([C:4]1[CH:9]=[CH:8][C:7]([N:10]2[CH2:15][CH2:14][CH:13]([NH:16][C:17](=[O:19])[CH3:18])[CH2:12][CH2:11]2)=[CH:6][CH:5]=1)([O-:3])=[O:2].[H-].[Na+].I[CH3:23].[NH4+].[Cl-]. (5) Given the product [F:1][C:2]1[CH:3]=[CH:4][C:5]([S:8]([N:11]([CH3:19])[C@@H:12]([CH2:17][OH:18])[C:13]([O:15][CH3:16])=[O:14])(=[O:9])=[O:10])=[CH:6][CH:7]=1, predict the reactants needed to synthesize it. The reactants are: [F:1][C:2]1[CH:7]=[CH:6][C:5]([S:8]([NH:11][C@@H:12]([CH2:17][OH:18])[C:13]([O:15][CH3:16])=[O:14])(=[O:10])=[O:9])=[CH:4][CH:3]=1.[C:19]([O-])([O-])=O.[K+].[K+].IC.